This data is from Full USPTO retrosynthesis dataset with 1.9M reactions from patents (1976-2016). The task is: Predict the reactants needed to synthesize the given product. (1) Given the product [ClH:44].[C:11]1([C@H:9]([NH:8][CH2:21][C@@H:22]2[C@@H:26]([C:27]3[CH:28]=[CH:29][CH:30]=[CH:31][CH:32]=3)[CH2:25][N:24]([C:33]([N:35]3[CH2:40][CH2:39][CH:38]([C:41]([OH:43])=[O:42])[CH2:37][CH2:36]3)=[O:34])[CH2:23]2)[CH3:10])[C:20]2[C:15](=[CH:16][CH:17]=[CH:18][CH:19]=2)[CH:14]=[CH:13][CH:12]=1, predict the reactants needed to synthesize it. The reactants are: C(OC([N:8]([CH2:21][C@@H:22]1[C@@H:26]([C:27]2[CH:32]=[CH:31][CH:30]=[CH:29][CH:28]=2)[CH2:25][N:24]([C:33]([N:35]2[CH2:40][CH2:39][CH:38]([C:41]([OH:43])=[O:42])[CH2:37][CH2:36]2)=[O:34])[CH2:23]1)[C@@H:9]([C:11]1[C:20]2[C:15](=[CH:16][CH:17]=[CH:18][CH:19]=2)[CH:14]=[CH:13][CH:12]=1)[CH3:10])=O)(C)(C)C.[ClH:44].O1CCOCC1. (2) Given the product [C:3]([O:7][C:8]([CH:10]1[CH2:15][CH2:14][N:13]([C:16]2[C:26]([C:27]#[N:28])=[CH:25][C:19]([C:20]([OH:22])=[O:21])=[C:18]([O:29][CH3:30])[N:17]=2)[CH2:12][CH2:11]1)=[O:9])([CH3:6])([CH3:5])[CH3:4], predict the reactants needed to synthesize it. The reactants are: [OH-].[Na+].[C:3]([O:7][C:8]([CH:10]1[CH2:15][CH2:14][N:13]([C:16]2[C:26]([C:27]#[N:28])=[CH:25][C:19]([C:20]([O:22]CC)=[O:21])=[C:18]([O:29][CH3:30])[N:17]=2)[CH2:12][CH2:11]1)=[O:9])([CH3:6])([CH3:5])[CH3:4].C(O)(C(F)(F)F)=O.C(Cl)Cl. (3) Given the product [CH3:15][N:6]1[C:5]([C:9]([O:11][CH3:12])=[O:10])=[C:4]([N+:1]([O-:3])=[O:2])[CH:8]=[N:7]1.[CH3:21][N:7]1[CH:8]=[C:4]([N+:1]([O-:3])=[O:2])[C:5]([C:9]([O:11][CH3:12])=[O:10])=[N:6]1, predict the reactants needed to synthesize it. The reactants are: [N+:1]([C:4]1[C:5]([C:9]([O:11][CH3:12])=[O:10])=[N:6][NH:7][CH:8]=1)([O-:3])=[O:2].CI.[C:15](=O)([O-])[O-].[K+].[K+].[CH3:21]C(C)=O. (4) Given the product [CH2:1]([O:8][C:9]1[CH:14]=[CH:13][C:12]([N:15]([CH2:26][C@H:27]([OH:29])[CH3:28])[C:16]([C:18]2[C:19]([Cl:25])=[N:20][CH:21]=[N:22][C:23]=2[Cl:24])=[O:17])=[CH:11][CH:10]=1)[C:2]1[CH:3]=[CH:4][CH:5]=[CH:6][CH:7]=1, predict the reactants needed to synthesize it. The reactants are: [CH2:1]([O:8][C:9]1[CH:14]=[CH:13][C:12]([N:15]([CH2:26][C@H:27]([O:29][Si](C(C)(C)C)(C)C)[CH3:28])[C:16]([C:18]2[C:19]([Cl:25])=[N:20][CH:21]=[N:22][C:23]=2[Cl:24])=[O:17])=[CH:11][CH:10]=1)[C:2]1[CH:7]=[CH:6][CH:5]=[CH:4][CH:3]=1. (5) Given the product [F:23][C:24]1[CH:38]=[C:37]([F:39])[CH:36]=[CH:35][C:25]=1[CH2:26][N:27]([CH2:28][CH2:29][CH2:30][CH2:31][CH2:32][CH2:33][CH3:34])[C:12](=[O:14])[CH2:11][O:10][C:9]1[CH:8]=[CH:7][C:6]([CH2:5][C@H:4]([O:3][CH2:1][CH3:2])[C:17]([O:19][CH2:20][CH3:21])=[O:18])=[CH:16][CH:15]=1, predict the reactants needed to synthesize it. The reactants are: [CH2:1]([O:3][C@H:4]([C:17]([O:19][CH2:20][CH3:21])=[O:18])[CH2:5][C:6]1[CH:16]=[CH:15][C:9]([O:10][CH2:11][C:12]([OH:14])=O)=[CH:8][CH:7]=1)[CH3:2].Cl.[F:23][C:24]1[CH:38]=[C:37]([F:39])[CH:36]=[CH:35][C:25]=1[CH2:26][NH:27][CH2:28][CH2:29][CH2:30][CH2:31][CH2:32][CH2:33][CH3:34].Cl.C(N=C=NCCCN(C)C)C. (6) Given the product [CH3:21][N:9]([C:3]1[CH:4]=[CH:5][CH:6]=[CH:7][CH:8]=1)[C:10]1[CH:11]=[C:12]([CH:18]=[CH:19][CH:20]=1)[C:13]([OH:15])=[O:14], predict the reactants needed to synthesize it. The reactants are: [H-].[Na+].[C:3]1([NH:9][C:10]2[CH:11]=[C:12]([CH:18]=[CH:19][CH:20]=2)[C:13]([O:15]CC)=[O:14])[CH:8]=[CH:7][CH:6]=[CH:5][CH:4]=1.[CH3:21]I. (7) Given the product [CH3:9][C:8]1[C:2]([CH3:3])=[C:1]([C:33]2[CH:23]=[CH:22][C:26]([O:25][CH3:24])=[C:36]([O:35][CH3:34])[CH:32]=2)[O:10][C:7]=1[C:11]1[CH:16]=[CH:15][C:14]([O:31][CH3:30])=[C:13]([O:21][CH3:20])[CH:12]=1, predict the reactants needed to synthesize it. The reactants are: [CH3:1][C:2]([O-])(C)[CH3:3].[K+].[C:7]([C:11]1[CH:16]=[CH:15][CH:14]=[CH:13][CH:12]=1)(=[O:10])[CH2:8][CH3:9].CN([CH:20]=[O:21])C.[CH2:22]1[CH2:26][O:25][CH2:24][CH2:23]1.CN([CH:30]=[O:31])C.[CH2:32]1[CH2:36][O:35][CH2:34][CH2:33]1. (8) Given the product [CH2:1]([C:19]1([CH2:21][CH2:22][CH2:23][CH2:24][CH2:25][CH2:26][CH2:27][CH2:28]/[CH:29]=[CH:30]\[CH2:31]/[CH:32]=[CH:33]\[CH2:34][CH2:35][CH2:36][CH2:37][CH3:38])[O:46][CH:40]([CH2:41][CH2:42][CH2:43][CH2:44][OH:45])[CH2:39][O:20]1)[CH2:2][CH2:3][CH2:4][CH2:5][CH2:6][CH2:7][CH2:8]/[CH:9]=[CH:10]\[CH2:11]/[CH:12]=[CH:13]\[CH2:14][CH2:15][CH2:16][CH2:17][CH3:18], predict the reactants needed to synthesize it. The reactants are: [CH2:1]([C:19]([CH2:21][CH2:22][CH2:23][CH2:24][CH2:25][CH2:26][CH2:27][CH2:28]/[CH:29]=[CH:30]\[CH2:31]/[CH:32]=[CH:33]\[CH2:34][CH2:35][CH2:36][CH2:37][CH3:38])=[O:20])[CH2:2][CH2:3][CH2:4][CH2:5][CH2:6][CH2:7][CH2:8]/[CH:9]=[CH:10]\[CH2:11]/[CH:12]=[CH:13]\[CH2:14][CH2:15][CH2:16][CH2:17][CH3:18].[CH2:39](O)[CH:40]([OH:46])[CH2:41][CH2:42][CH2:43][CH2:44][OH:45].C1(C)C=CC(S([O-])(=O)=O)=CC=1.[NH+]1C=CC=CC=1. (9) Given the product [Cl:1][C:2]1[C:10]([O:11][CH2:12][CH:13]([OH:15])[CH2:14][N:40]2[CH2:45][CH2:44][CH2:43][CH2:42][CH2:41]2)=[CH:9][C:8]([C:16]2[N:17]([C:32]([O:34][C:35]([CH3:36])([CH3:38])[CH3:37])=[O:33])[C:18]3[C:23]([CH:24]=2)=[CH:22][C:21]([CH2:25][N:26]2[CH2:27][CH2:28][CH2:29][CH2:30][CH2:31]2)=[CH:20][CH:19]=3)=[C:7]2[C:3]=1[CH2:4][NH:5][C:6]2=[O:39], predict the reactants needed to synthesize it. The reactants are: [Cl:1][C:2]1[C:10]([O:11][CH2:12][CH:13]2[O:15][CH2:14]2)=[CH:9][C:8]([C:16]2[N:17]([C:32]([O:34][C:35]([CH3:38])([CH3:37])[CH3:36])=[O:33])[C:18]3[C:23]([CH:24]=2)=[CH:22][C:21]([CH2:25][N:26]2[CH2:31][CH2:30][CH2:29][CH2:28][CH2:27]2)=[CH:20][CH:19]=3)=[C:7]2[C:3]=1[CH2:4][NH:5][C:6]2=[O:39].[NH:40]1[CH2:45][CH2:44][CH2:43][CH2:42][CH2:41]1.O.